The task is: Regression. Given a peptide amino acid sequence and an MHC pseudo amino acid sequence, predict their binding affinity value. This is MHC class I binding data.. This data is from Peptide-MHC class I binding affinity with 185,985 pairs from IEDB/IMGT. (1) The peptide sequence is RQFPTAGEF. The MHC is Mamu-B52 with pseudo-sequence Mamu-B52. The binding affinity (normalized) is 0.438. (2) The peptide sequence is MLHNPTSETM. The MHC is HLA-A68:02 with pseudo-sequence HLA-A68:02. The binding affinity (normalized) is 0.241.